This data is from Full USPTO retrosynthesis dataset with 1.9M reactions from patents (1976-2016). The task is: Predict the reactants needed to synthesize the given product. (1) The reactants are: [CH3:1][N:2]1[C:7](=[O:8])[CH:6]=[CH:5][C:4]([N:9]2[CH2:14][CH2:13][CH:12]([CH2:15][N:16]3[CH2:21][CH2:20][NH:19][CH2:18][C:17]3=[O:22])[CH2:11][CH2:10]2)=[N:3]1.C(N(CC)CC)C.[Cl:30][C:31]1[S:35][C:34](/[CH:36]=[CH:37]/[S:38](Cl)(=[O:40])=[O:39])=[CH:33][CH:32]=1. Given the product [Cl:30][C:31]1[S:35][C:34](/[CH:36]=[CH:37]/[S:38]([N:19]2[CH2:20][CH2:21][N:16]([CH2:15][CH:12]3[CH2:13][CH2:14][N:9]([C:4]4[CH:5]=[CH:6][C:7](=[O:8])[N:2]([CH3:1])[N:3]=4)[CH2:10][CH2:11]3)[C:17](=[O:22])[CH2:18]2)(=[O:40])=[O:39])=[CH:33][CH:32]=1, predict the reactants needed to synthesize it. (2) Given the product [CH3:2][O:3][C:4]([CH:6]1[C:11](=[O:12])[CH2:10][CH2:9][N:8]([C:35]([O:37][C:38]([CH3:39])([CH3:40])[CH3:41])=[O:36])[CH2:7]1)=[O:5], predict the reactants needed to synthesize it. The reactants are: Cl.[CH3:2][O:3][C:4]([CH:6]1[C:11](=[O:12])[CH2:10][CH2:9][N:8](CC2C=CC=CC=2)[CH2:7]1)=[O:5].C(N(CC)CC)C.[CH3:39][C:38]([O:37][C:35](O[C:35]([O:37][C:38]([CH3:41])([CH3:40])[CH3:39])=[O:36])=[O:36])([CH3:41])[CH3:40]. (3) Given the product [OH:1][C:2]([C:18]1[CH:23]=[CH:22][CH:21]=[CH:20][CH:19]=1)([C:12]1[CH:17]=[CH:16][CH:15]=[CH:14][CH:13]=1)[CH2:3]/[C:4](/[C:6]1[CH:11]=[CH:10][N:9]=[CH:8][CH:7]=1)=[N:25]\[OH:26], predict the reactants needed to synthesize it. The reactants are: [OH:1][C:2]([C:18]1[CH:23]=[CH:22][CH:21]=[CH:20][CH:19]=1)([C:12]1[CH:17]=[CH:16][CH:15]=[CH:14][CH:13]=1)[CH2:3][C:4]([C:6]1[CH:11]=[CH:10][N:9]=[CH:8][CH:7]=1)=O.Cl.[NH2:25][OH:26].C([O-])(=O)C.[Na+].O. (4) Given the product [C:24]([C@@H:22]([NH:23][C:2]1[C:11]([C:12]([OH:14])=[O:13])=[CH:10][C:9]2[C:4](=[CH:5][CH:6]=[C:7]([Cl:15])[CH:8]=2)[N:3]=1)[CH2:21][C:20]1[CH:27]=[CH:28][C:17]([Cl:16])=[CH:18][CH:19]=1)([OH:26])=[O:25], predict the reactants needed to synthesize it. The reactants are: Cl[C:2]1[C:11]([C:12]([OH:14])=[O:13])=[CH:10][C:9]2[C:4](=[CH:5][CH:6]=[C:7]([Cl:15])[CH:8]=2)[N:3]=1.[Cl:16][C:17]1[CH:28]=[CH:27][C:20]([CH2:21][C@@H:22]([C:24]([OH:26])=[O:25])[NH2:23])=[CH:19][CH:18]=1.